Dataset: Forward reaction prediction with 1.9M reactions from USPTO patents (1976-2016). Task: Predict the product of the given reaction. (1) Given the reactants [CH2:1]([N:8]1[C:16]([C:17]2[CH:18]=[C:19]([CH:22]=[CH:23][CH:24]=2)[CH:20]=[O:21])=[C:15]2[C:10]([C:11]([C:25]([F:28])([F:27])[F:26])=[CH:12][CH:13]=[CH:14]2)=[N:9]1)[C:2]1[CH:7]=[CH:6][CH:5]=[CH:4][CH:3]=1.[BH4-].[Na+].[NH4+].[Cl-].ClCCl, predict the reaction product. The product is: [CH2:1]([N:8]1[C:16]([C:17]2[CH:18]=[C:19]([CH2:20][OH:21])[CH:22]=[CH:23][CH:24]=2)=[C:15]2[C:10]([C:11]([C:25]([F:27])([F:28])[F:26])=[CH:12][CH:13]=[CH:14]2)=[N:9]1)[C:2]1[CH:7]=[CH:6][CH:5]=[CH:4][CH:3]=1. (2) Given the reactants [C:1]([S:4][CH2:5][CH:6]=[C:7]1[C:15]2[CH:14]=[CH:13][S:12][C:11]=2[CH2:10][CH2:9][CH2:8]1)(=[NH:3])[NH2:2].[OH-].[Na+], predict the reaction product. The product is: [S:4]1[CH2:5][CH2:6][C:7]2([C:15]3[CH:14]=[CH:13][S:12][C:11]=3[CH2:10][CH2:9][CH2:8]2)[N:3]=[C:1]1[NH2:2]. (3) Given the reactants [Cl:1][C:2]1[S:32][C:5]2[NH:6][C:7]([C:9]([NH:11][C@@H:12]3[CH2:20][C:19]4[C:14](=[CH:15][CH:16]=[CH:17][CH:18]=4)[C@H:13]3[CH2:21][O:22][CH:23]([CH3:31])[C:24]([O:26]C(C)(C)C)=[O:25])=[O:10])=[CH:8][C:4]=2[CH:3]=1.FC(F)(F)C(O)=O, predict the reaction product. The product is: [Cl:1][C:2]1[S:32][C:5]2[NH:6][C:7]([C:9]([NH:11][C@@H:12]3[CH2:20][C:19]4[C:14](=[CH:15][CH:16]=[CH:17][CH:18]=4)[C@H:13]3[CH2:21][O:22][CH:23]([CH3:31])[C:24]([OH:26])=[O:25])=[O:10])=[CH:8][C:4]=2[CH:3]=1.